From a dataset of Full USPTO retrosynthesis dataset with 1.9M reactions from patents (1976-2016). Predict the reactants needed to synthesize the given product. Given the product [Cl:29][C:10]1[CH:9]=[C:4]([CH:3]=[C:2]([Cl:1])[C:11]=1[C:12]([C:14]1[C:22]2[C:17](=[C:18]([NH:23][C:24]([CH:26]3[CH2:28][CH2:27]3)=[O:25])[N:19]=[CH:20][CH:21]=2)[NH:16][CH:15]=1)=[O:13])[C:5]([OH:7])=[O:6], predict the reactants needed to synthesize it. The reactants are: [Cl:1][C:2]1[CH:3]=[C:4]([CH:9]=[C:10]([Cl:29])[C:11]=1[C:12]([C:14]1[C:22]2[C:17](=[C:18]([NH:23][C:24]([CH:26]3[CH2:28][CH2:27]3)=[O:25])[N:19]=[CH:20][CH:21]=2)[NH:16][CH:15]=1)=[O:13])[C:5]([O:7]C)=[O:6].[OH-].[Na+].O.Cl.